From a dataset of Forward reaction prediction with 1.9M reactions from USPTO patents (1976-2016). Predict the product of the given reaction. (1) Given the reactants [NH2:1][C:2]1[CH:7]=[CH:6][C:5]([N:8]2[CH2:13][CH2:12][O:11][C@H:10]([C@@H:14]([OH:26])[C:15]([NH:17][C:18]3[CH:23]=[CH:22][C:21]([C:24]#[N:25])=[CH:20][CH:19]=3)=[O:16])[C:9]2=[O:27])=[CH:4][CH:3]=1.[S:28](Cl)([CH3:31])(=[O:30])=[O:29], predict the reaction product. The product is: [C:24]([C:21]1[CH:22]=[CH:23][C:18]([NH:17][C:15](=[O:16])[C@H:14]([OH:26])[C@H:10]2[O:11][CH2:12][CH2:13][N:8]([C:5]3[CH:6]=[CH:7][C:2]([NH:1][S:28]([CH3:31])(=[O:30])=[O:29])=[CH:3][CH:4]=3)[C:9]2=[O:27])=[CH:19][CH:20]=1)#[N:25]. (2) The product is: [ClH:52].[NH2:37][CH2:36][CH2:35][CH:34]([NH:33][C:32]([C:30]1[CH:29]=[CH:28][C:27]([Cl:52])=[C:26]([NH:25][C:24]([C:22]2[C:21](=[O:54])[NH:20][C:18]3[N:19]=[C:14]([N:11]4[CH2:10][CH2:9][CH:8]([NH2:7])[CH2:13][CH2:12]4)[N:15]=[CH:16][C:17]=3[CH:23]=2)=[O:53])[CH:31]=1)=[O:51])[C:45]1[CH:46]=[CH:47][CH:48]=[CH:49][CH:50]=1. Given the reactants C(OC(=O)[NH:7][CH:8]1[CH2:13][CH2:12][N:11]([C:14]2[N:15]=[CH:16][C:17]3[CH:23]=[C:22]([C:24](=[O:53])[NH:25][C:26]4[CH:31]=[C:30]([C:32](=[O:51])[NH:33][CH:34]([C:45]5[CH:50]=[CH:49][CH:48]=[CH:47][CH:46]=5)[CH2:35][CH2:36][NH:37]C(OC(C)(C)C)=O)[CH:29]=[CH:28][C:27]=4[Cl:52])[C:21](=[O:54])[NH:20][C:18]=3[N:19]=2)[CH2:10][CH2:9]1)(C)(C)C.Cl, predict the reaction product. (3) Given the reactants [C:1]1([NH:7][C:8](=[O:15])[C:9]2[CH:14]=[CH:13][N:12]=[CH:11][CH:10]=2)[CH:6]=[CH:5][CH:4]=[CH:3][CH:2]=1.C1COCC1.[Li]CCCC.[Br:26]CCBr, predict the reaction product. The product is: [C:1]1([NH:7][C:8](=[O:15])[C:9]2[CH:14]=[CH:13][N:12]=[CH:11][C:10]=2[Br:26])[CH:6]=[CH:5][CH:4]=[CH:3][CH:2]=1. (4) Given the reactants [CH:1]1([NH:7][NH:8]C(OC(C)(C)C)=O)[CH2:6][CH2:5][CH2:4][CH2:3][CH2:2]1.[Cl:16][C:17]1[C:22]([C:23]([N:25]=[C:26]=[O:27])=O)=[C:21]([F:28])[C:20]([CH2:29][NH:30][C:31](=[O:36])[C:32]([CH3:35])([CH3:34])[CH3:33])=[CH:19][CH:18]=1.C(O)(C(F)(F)F)=O, predict the reaction product. The product is: [Cl:16][C:17]1[CH:18]=[CH:19][C:20]([CH2:29][NH:30][C:31](=[O:36])[C:32]([CH3:35])([CH3:34])[CH3:33])=[C:21]([F:28])[C:22]=1[C:23]1[NH:25][C:26](=[O:27])[N:7]([CH:1]2[CH2:6][CH2:5][CH2:4][CH2:3][CH2:2]2)[N:8]=1.